From a dataset of Forward reaction prediction with 1.9M reactions from USPTO patents (1976-2016). Predict the product of the given reaction. (1) Given the reactants [Cl:1][C:2]1[CH:25]=[CH:24][C:5]([CH2:6][NH:7][C:8]([C:10]2[C:11](=[O:23])[C:12]3[S:19][C:18]([CH2:20]Cl)=[C:17]([CH3:22])[C:13]=3[N:14]([CH3:16])[CH:15]=2)=[O:9])=[CH:4][CH:3]=1.[O:26]1[CH:30]=[CH:29][C:28]([CH:31]([OH:35])[CH2:32][NH:33][CH3:34])=[CH:27]1.C(N(C(C)C)CC)(C)C, predict the reaction product. The product is: [Cl:1][C:2]1[CH:25]=[CH:24][C:5]([CH2:6][NH:7][C:8]([C:10]2[C:11](=[O:23])[C:12]3[S:19][C:18]([CH2:20][N:33]([CH2:32][CH:31]([C:28]4[CH:29]=[CH:30][O:26][CH:27]=4)[OH:35])[CH3:34])=[C:17]([CH3:22])[C:13]=3[N:14]([CH3:16])[CH:15]=2)=[O:9])=[CH:4][CH:3]=1. (2) Given the reactants O[C:2]1[C:3]([C:12]([O:14][CH3:15])=[O:13])=[N:4][C:5]2[C:10]([N:11]=1)=[CH:9][CH:8]=[CH:7][CH:6]=2.N.P(Cl)(Cl)([Cl:19])=O, predict the reaction product. The product is: [Cl:19][C:2]1[C:3]([C:12]([O:14][CH3:15])=[O:13])=[N:4][C:5]2[C:10]([N:11]=1)=[CH:9][CH:8]=[CH:7][CH:6]=2. (3) The product is: [Br:14][C:10]1[CH:9]=[C:8]2[C:13](=[CH:12][CH:11]=1)[C:5]([CH3:15])([C:3]([OH:4])=[O:2])[CH2:6][CH2:7]2. Given the reactants C[O:2][C:3]([C:5]1([CH3:15])[C:13]2[C:8](=[CH:9][C:10]([Br:14])=[CH:11][CH:12]=2)[CH2:7][CH2:6]1)=[O:4].C[Si](C)(C)[O-].[K+].O, predict the reaction product. (4) Given the reactants Br[C:2]1[CH:3]=[C:4]2[C:9](=[CH:10][CH:11]=1)[N:8]=[CH:7][N:6]=[C:5]2[N:12]1[CH2:17][CH2:16][O:15][CH2:14][CH2:13]1.B1(B2OC(C)(C)C(C)(C)O2)OC(C)(C)C(C)(C)O1.[C:36]([O-:39])(=[O:38])[CH3:37].[K+].Br[C:42]1[CH:43]=[C:44]([NH:48][S:49]([CH2:52][CH2:53][N:54]2C(=O)C3[C:56](=[CH:57][CH:58]=[CH:59][CH:60]=3)[C:55]2=[O:64])(=[O:51])=[O:50])[CH:45]=[N:46][CH:47]=1.C(=O)([O-])[O-].[K+].[K+].Cl, predict the reaction product. The product is: [N:12]1([C:5]2[C:4]3[C:9](=[CH:10][CH:11]=[C:2]([C:42]4[CH:43]=[C:44]([NH:48][S:49]([CH2:52][CH2:53][NH:54][C:55]([C:56]5[CH:57]=[CH:58][CH:59]=[CH:60][C:37]=5[C:36]([OH:39])=[O:38])=[O:64])(=[O:50])=[O:51])[CH:45]=[N:46][CH:47]=4)[CH:3]=3)[N:8]=[CH:7][N:6]=2)[CH2:17][CH2:16][O:15][CH2:14][CH2:13]1.